From a dataset of Catalyst prediction with 721,799 reactions and 888 catalyst types from USPTO. Predict which catalyst facilitates the given reaction. (1) The catalyst class is: 254. Product: [Cl:1][C:2]1[N:3]=[C:4]([N:21]2[CH2:22][CH2:23][O:24][CH2:25][CH2:26]2)[C:5]2[N:11]=[CH:10][C:9]([C:12]3[CH:20]=[CH:19][C:15]([C:16]([NH:30][CH:27]4[CH2:29][CH2:28]4)=[O:17])=[CH:14][CH:13]=3)=[CH:8][C:6]=2[N:7]=1. Reactant: [Cl:1][C:2]1[N:3]=[C:4]([N:21]2[CH2:26][CH2:25][O:24][CH2:23][CH2:22]2)[C:5]2[N:11]=[CH:10][C:9]([C:12]3[CH:20]=[CH:19][C:15]([C:16](O)=[O:17])=[CH:14][CH:13]=3)=[CH:8][C:6]=2[N:7]=1.[CH:27]1([NH2:30])[CH2:29][CH2:28]1.CN(C=O)C.CN(C(ON1N=NC2C=CC=NC1=2)=[N+](C)C)C.F[P-](F)(F)(F)(F)F. (2) Reactant: I[CH2:2][CH2:3][CH2:4][S:5][C:6]1[CH:11]=[CH:10][CH:9]=[CH:8][CH:7]=1.[CH2:12]=[CH:13][C:14](Cl)=[CH2:15]. Product: [CH2:12]=[C:13]([CH:14]=[CH2:15])[CH2:2][CH2:3][CH2:4][S:5][C:6]1[CH:11]=[CH:10][CH:9]=[CH:8][CH:7]=1. The catalyst class is: 1. (3) Product: [F:10][C:3]1[CH:2]=[CH:9][CH:8]=[C:7]([O:12][CH3:11])[C:4]=1[C:5]#[N:6]. Reactant: F[C:2]1[C:3]([F:10])=[C:4]([CH:7]=[CH:8][CH:9]=1)[C:5]#[N:6].[CH3:11][O-:12].[Na+].O. The catalyst class is: 5. (4) Reactant: [N+]([CH:4]([CH3:17])[CH2:5][C:6]1[CH:11]=[CH:10][C:9]([N:12]2[CH:16]=[CH:15][CH:14]=[N:13]2)=[CH:8][CH:7]=1)([O-])=O.C(O)(=[O:20])C. Product: [N:12]1([C:9]2[CH:10]=[CH:11][C:6]([CH2:5][C:4](=[O:20])[CH3:17])=[CH:7][CH:8]=2)[CH:16]=[CH:15][CH:14]=[N:13]1. The catalyst class is: 292. (5) Reactant: [OH:1][C:2]1[C:12]2[CH2:11][CH2:10][N:9]([C:13](=[O:18])[C:14]([F:17])([F:16])[F:15])[CH2:8][CH2:7][C:6]=2[CH:5]=[CH:4][CH:3]=1.C(N(CC)CC)C.[F:26][C:27]([F:40])([F:39])[S:28](O[S:28]([C:27]([F:40])([F:39])[F:26])(=[O:30])=[O:29])(=[O:30])=[O:29]. Product: [F:16][C:14]([F:17])([F:15])[C:13]([N:9]1[CH2:10][CH2:11][C:12]2[C:2]([O:1][S:28]([C:27]([F:40])([F:39])[F:26])(=[O:30])=[O:29])=[CH:3][CH:4]=[CH:5][C:6]=2[CH2:7][CH2:8]1)=[O:18]. The catalyst class is: 2.